This data is from Reaction yield outcomes from USPTO patents with 853,638 reactions. The task is: Predict the reaction yield, written as a fraction of the theoretical maximum amount of product (1.0 means a 100% yield; for example, 0.34 means a 34% yield). (1) The reactants are C[O:2][C:3](=[O:32])[CH:4]([C:9]1[CH:14]=[C:13]([C:15]2[CH:20]=[CH:19][C:18]([C:21]([F:24])([F:23])[F:22])=[CH:17][CH:16]=2)[N:12]=[C:11]([C:25]2[CH:30]=[CH:29][C:28]([F:31])=[CH:27][CH:26]=2)[CH:10]=1)[CH2:5][CH:6]([CH3:8])[CH3:7].C(O)(=O)CC(CC(O)=O)(C(O)=O)O. The catalyst is [OH-].[Na+].C1COCC1. The product is [F:31][C:28]1[CH:27]=[CH:26][C:25]([C:11]2[CH:10]=[C:9]([CH:4]([CH2:5][CH:6]([CH3:8])[CH3:7])[C:3]([OH:32])=[O:2])[CH:14]=[C:13]([C:15]3[CH:16]=[CH:17][C:18]([C:21]([F:24])([F:22])[F:23])=[CH:19][CH:20]=3)[N:12]=2)=[CH:30][CH:29]=1. The yield is 0.770. (2) The reactants are [NH2:1][C:2]1[CH:7]=[CH:6][CH:5]=[CH:4][C:3]=1[NH:8][C:9]1[N:17]=[C:16]2[C:12]([N:13]=[C:14]([CH2:19][N:20]3[CH2:25][CH2:24][CH:23]([C:26]([OH:29])([CH3:28])[CH3:27])[CH2:22][CH2:21]3)[N:15]2[CH3:18])=[C:11]([N:30]2[CH2:35][CH2:34][O:33][CH2:32][CH2:31]2)[N:10]=1.C1N=CN([C:41](N2C=NC=C2)=[O:42])C=1. The catalyst is C(#N)C. The yield is 0.160. The product is [OH:29][C:26]([CH:23]1[CH2:22][CH2:21][N:20]([CH2:19][C:14]2[N:15]([CH3:18])[C:16]3[C:12]([N:13]=2)=[C:11]([N:30]2[CH2:31][CH2:32][O:33][CH2:34][CH2:35]2)[N:10]=[C:9]([N:8]2[C:3]4[CH:4]=[CH:5][CH:6]=[CH:7][C:2]=4[NH:1][C:41]2=[O:42])[N:17]=3)[CH2:25][CH2:24]1)([CH3:28])[CH3:27]. (3) The yield is 0.994. The reactants are [OH:1][C:2]1[C:7]([O:8][CH3:9])=[CH:6][CH:5]=[CH:4][C:3]=1[CH3:10].C(N(CC)CC)C.[F:18][C:19]([F:32])([F:31])[S:20](O[S:20]([C:19]([F:32])([F:31])[F:18])(=[O:22])=[O:21])(=[O:22])=[O:21]. The catalyst is ClCCl. The product is [F:18][C:19]([F:32])([F:31])[S:20]([O:1][C:2]1[C:3]([CH3:10])=[CH:4][CH:5]=[CH:6][C:7]=1[O:8][CH3:9])(=[O:22])=[O:21].